From a dataset of Full USPTO retrosynthesis dataset with 1.9M reactions from patents (1976-2016). Predict the reactants needed to synthesize the given product. (1) The reactants are: [CH3:1][O:2][C:3]([CH:5]1[CH:10]([C:11]([OH:13])=O)[CH:9]2[O:14][CH:6]1[CH2:7][CH2:8]2)=[O:4].ON1C2C=CC=CC=2N=N1.C(Cl)CCl.[CH3:29][N:30]1[CH2:35][CH2:34][NH:33][CH2:32][CH2:31]1. Given the product [CH3:1][O:2][C:3]([CH:5]1[CH:10]([C:11]([N:33]2[CH2:34][CH2:35][N:30]([CH3:29])[CH2:31][CH2:32]2)=[O:13])[CH:9]2[O:14][CH:6]1[CH2:7][CH2:8]2)=[O:4], predict the reactants needed to synthesize it. (2) Given the product [F:16][CH2:17][CH2:18][NH:19][C:2]1[CH:7]=[CH:6][N:5]2[C:8]3[CH:14]=[CH:13][CH:12]=[CH:11][C:9]=3[N:10]=[C:4]2[N:3]=1, predict the reactants needed to synthesize it. The reactants are: Br[C:2]1[CH:7]=[CH:6][N:5]2[C:8]3[CH:14]=[CH:13][CH:12]=[CH:11][C:9]=3[N:10]=[C:4]2[N:3]=1.Cl.[F:16][CH2:17][CH2:18][NH2:19].C(N(CC)CC)C. (3) Given the product [CH2:1]([O:3][C@@H:4]([CH2:10][C:11]1[CH:16]=[CH:15][C:14]([O:17][CH2:18][C:19]([N:21]([CH2:33][CH3:34])[CH2:22][C:23]2[CH:24]=[CH:25][C:26]([C:29]([F:31])([F:32])[F:30])=[CH:27][CH:28]=2)=[O:20])=[CH:13][CH:12]=1)[C:5]([OH:7])=[O:6])[CH3:2], predict the reactants needed to synthesize it. The reactants are: [CH2:1]([O:3][C@@H:4]([CH2:10][C:11]1[CH:16]=[CH:15][C:14]([O:17][CH2:18][C:19]([N:21]([CH2:33][CH3:34])[CH2:22][C:23]2[CH:28]=[CH:27][C:26]([C:29]([F:32])([F:31])[F:30])=[CH:25][CH:24]=2)=[O:20])=[CH:13][CH:12]=1)[C:5]([O:7]CC)=[O:6])[CH3:2].Cl. (4) Given the product [CH:1]1([C:4]2[C:5]([O:21][C@@H:22]([CH3:27])[C:23]([F:24])([F:26])[F:25])=[CH:6][C:7]([C:10]([NH:12][CH:13]([C:17]([CH3:18])([CH3:20])[CH3:19])[C:14]([N:28]3[C:31]4([CH2:34][O:33][CH2:32]4)[CH2:30][CH2:29]3)=[O:16])=[O:11])=[N:8][CH:9]=2)[CH2:2][CH2:3]1, predict the reactants needed to synthesize it. The reactants are: [CH:1]1([C:4]2[C:5]([O:21][C@@H:22]([CH3:27])[C:23]([F:26])([F:25])[F:24])=[CH:6][C:7]([C:10]([NH:12][CH:13]([C:17]([CH3:20])([CH3:19])[CH3:18])[C:14]([OH:16])=O)=[O:11])=[N:8][CH:9]=2)[CH2:3][CH2:2]1.[NH:28]1[C:31]2([CH2:34][O:33][CH2:32]2)[CH2:30][CH2:29]1.C([O-])(=O)C([O-])=O. (5) Given the product [CH3:9][O:8][C:4]1[CH:3]=[C:2]([C:17]2([OH:20])[CH2:18][CH2:19][C:14]3([O:13][CH2:12][CH2:11][O:10]3)[CH2:15][CH2:16]2)[CH:7]=[CH:6][CH:5]=1, predict the reactants needed to synthesize it. The reactants are: Br[C:2]1[CH:7]=[CH:6][CH:5]=[C:4]([O:8][CH3:9])[CH:3]=1.[O:10]1[C:14]2([CH2:19][CH2:18][C:17](=[O:20])[CH2:16][CH2:15]2)[O:13][CH2:12][CH2:11]1. (6) The reactants are: [I:1]N1C(=O)CCC1=O.OS(O)(=O)=O.[O:14]1[C:18]2[CH:19]=[CH:20][C:21]([C:23]3[C:24]4[CH2:38][O:37][C:36](=[O:39])[C:25]=4[CH:26]=[C:27]4[C:35]=3[C:31]3[O:32][CH2:33][O:34][C:30]=3[CH:29]=[CH:28]4)=[CH:22][C:17]=2[O:16][CH2:15]1. Given the product [O:14]1[C:18]2[CH:19]=[CH:20][C:21]([C:23]3[C:24]4[CH2:38][O:37][C:36](=[O:39])[C:25]=4[CH:26]=[C:27]4[C:35]=3[C:31]3[O:32][CH2:33][O:34][C:30]=3[CH:29]=[C:28]4[I:1])=[CH:22][C:17]=2[O:16][CH2:15]1, predict the reactants needed to synthesize it. (7) Given the product [OH:4][C:3]1[N:12]([CH3:11])[N:13]=[C:1]([C:7]([O:9][CH3:10])=[O:8])[CH:2]=1, predict the reactants needed to synthesize it. The reactants are: [C:1]([C:7]([O:9][CH3:10])=[O:8])#[C:2][C:3](OC)=[O:4].[CH3:11][NH:12][NH2:13].